This data is from Catalyst prediction with 721,799 reactions and 888 catalyst types from USPTO. The task is: Predict which catalyst facilitates the given reaction. (1) Reactant: Cl.[CH2:2]=[C:3]1[CH2:8][CH2:7][NH:6][CH2:5][CH2:4]1.[CH3:9][O:10][C:11]1[CH:19]=[C:18]([O:20][CH3:21])[CH:17]=[CH:16][C:12]=1[C:13](Cl)=[O:14]. Product: [CH3:9][O:10][C:11]1[CH:19]=[C:18]([O:20][CH3:21])[CH:17]=[CH:16][C:12]=1[C:13]([N:6]1[CH2:7][CH2:8][C:3](=[CH2:2])[CH2:4][CH2:5]1)=[O:14]. The catalyst class is: 4. (2) The catalyst class is: 17. Product: [OH:11][C:9]1[CH:10]=[C:2]([O:1][C:16](=[O:20])[C:17](=[O:18])[CH3:19])[C:3]([C:4]([OH:6])=[O:5])=[C:7]([O:12][C:16](=[O:20])[C:17](=[O:18])[CH3:19])[CH:8]=1. Reactant: [OH:1][C:2]1[CH:10]=[C:9]([OH:11])[CH:8]=[C:7]([OH:12])[C:3]=1[C:4]([OH:6])=[O:5].ClCCl.[C:16](Cl)(=[O:20])[C:17]([CH3:19])=[O:18].Cl.